Predict the reactants needed to synthesize the given product. From a dataset of Full USPTO retrosynthesis dataset with 1.9M reactions from patents (1976-2016). Given the product [CH2:1]([CH:5]1[CH2:14][C:13]2[C:8](=[CH:9][C:10]([CH3:19])=[CH:11][CH:12]=2)[CH2:7][NH:6]1)[CH:2]([CH3:3])[CH3:4], predict the reactants needed to synthesize it. The reactants are: [CH2:1]([C:5]1(C)[CH2:14][C:13]2[C:8](=[CH:9][CH:10]=[CH:11][CH:12]=2)[CH:7]=[N:6]1)[CH:2]([CH3:4])[CH3:3].[BH4-].[Na+].Cl.[CH3:19]O.